From a dataset of Reaction yield outcomes from USPTO patents with 853,638 reactions. Predict the reaction yield, written as a fraction of the theoretical maximum amount of product (1.0 means a 100% yield; for example, 0.34 means a 34% yield). The reactants are [Cl:1][C:2]1[N:10]=[C:9]([C:11]2[O:12][CH:13]=[CH:14][CH:15]=2)[C:8]([C:16]2[CH:21]=[CH:20][N:19]=[CH:18][N:17]=2)=[CH:7][C:3]=1C(O)=O.C([N:24]([CH2:27]C)CC)C.C1(P(N=[N+]=[N-])(C2C=CC=CC=2)=[O:36])C=CC=CC=1.C(OCC)(=O)C.[C:52]([OH:56])([CH3:55])([CH3:54])[CH3:53]. No catalyst specified. The product is [Cl:1][C:2]1[C:3]([NH:24][C:27](=[O:36])[O:56][C:52]([CH3:55])([CH3:54])[CH3:53])=[CH:7][C:8]([C:16]2[CH:21]=[CH:20][N:19]=[CH:18][N:17]=2)=[C:9]([C:11]2[O:12][CH:13]=[CH:14][CH:15]=2)[N:10]=1. The yield is 0.860.